Dataset: Catalyst prediction with 721,799 reactions and 888 catalyst types from USPTO. Task: Predict which catalyst facilitates the given reaction. (1) Reactant: CC(C)([O-])C.[K+].[C:7]([O:11][C:12]([N:14]1[CH2:17][CH:16]([CH:18]=O)[CH2:15]1)=[O:13])([CH3:10])([CH3:9])[CH3:8].[C:20]([O:23][CH2:24][CH3:25])(=[O:22])[CH3:21].Cl. Product: [C:7]([O:11][C:12]([N:14]1[CH2:15][CH:16](/[CH:18]=[CH:21]/[C:20]([O:23][CH2:24][CH3:25])=[O:22])[CH2:17]1)=[O:13])([CH3:8])([CH3:9])[CH3:10]. The catalyst class is: 7. (2) Reactant: [CH:1]([S:4][CH:5]([C:7]1[CH:12]=[CH:11][CH:10]=[CH:9][C:8]=1[N+:13]([O-])=O)[CH3:6])([CH3:3])[CH3:2].[H][H]. Product: [CH:1]([S:4][CH:5]([C:7]1[CH:12]=[CH:11][CH:10]=[CH:9][C:8]=1[NH2:13])[CH3:6])([CH3:2])[CH3:3]. The catalyst class is: 171.